From a dataset of Blood-brain barrier penetration binary classification data from Martins et al.. Regression/Classification. Given a drug SMILES string, predict its absorption, distribution, metabolism, or excretion properties. Task type varies by dataset: regression for continuous measurements (e.g., permeability, clearance, half-life) or binary classification for categorical outcomes (e.g., BBB penetration, CYP inhibition). Dataset: bbb_martins. (1) The drug is COc1cccc2c1C(=O)c1c(O)c3c(c(O)c1C2=O)C[C@@](O)(C(C)=O)C[C@@H]3O[C@H]1C[C@H](N)[C@H](O)[C@H](C)O1. The result is 0 (does not penetrate BBB). (2) The compound is CO/N=C(\C(=O)N[C@@H]1C(=O)N2C(C(=O)O)=C(COC(N)=O)CS[C@H]12)c1ccco1. The result is 1 (penetrates BBB). (3) The drug is CN1CCN(c2ncc(-c3cc(Cl)cc(Cl)c3Cl)c(N)n2)CC1. The result is 1 (penetrates BBB). (4) The drug is CC(CN(C)C)CN1c2ccccc2Sc2ccc(C(F)(F)F)cc21. The result is 1 (penetrates BBB). (5) The compound is COc1ccc(Cl)cc1C(=O)NCCc1ccc(S(=O)(=O)NC(=O)NC2CCCCC2)cc1. The result is 1 (penetrates BBB).